From a dataset of Forward reaction prediction with 1.9M reactions from USPTO patents (1976-2016). Predict the product of the given reaction. (1) The product is: [CH:7]([C:1]1[CH:6]=[CH:5][CH:4]=[CH:3][C:2]=1[CH:11]([CH3:12])[CH3:10])([CH3:9])[CH3:8].[CH:7]([C:1]1[CH:6]=[CH:5][CH:4]=[CH:3][CH:2]=1)([CH3:9])[CH3:8]. Given the reactants [C:1]1([CH:7]([CH3:9])[CH3:8])[CH:6]=[CH:5][CH:4]=[CH:3][CH:2]=1.[CH2:10]=[CH:11][CH3:12], predict the reaction product. (2) Given the reactants Br[C:2]1[CH:3]=[CH:4][CH:5]=[C:6]2[C:11]=1[CH:10]([NH:12][C:13]1[CH:18]=[CH:17][CH:16]=[CH:15][C:14]=1[CH3:19])[CH2:9][CH2:8][CH2:7]2.C1COCC1.[Li]CCCC.[Li]C(C)(C)C.C(O[B:39]1[O:43][C:42]([CH3:45])([CH3:44])[C:41]([CH3:47])([CH3:46])[O:40]1)(C)C, predict the reaction product. The product is: [CH3:46][C:41]1([CH3:47])[C:42]([CH3:45])([CH3:44])[O:43][B:39]([C:2]2[CH:3]=[CH:4][CH:5]=[C:6]3[C:11]=2[CH:10]([NH:12][C:13]2[CH:18]=[CH:17][CH:16]=[CH:15][C:14]=2[CH3:19])[CH2:9][CH2:8][CH2:7]3)[O:40]1. (3) Given the reactants [Al+3].[Cl-].[Cl-].[Cl-].[CH3:5][CH:6]1[CH2:14][C:13]2[C:8](=[CH:9][C:10]([CH3:15])=[CH:11][CH:12]=2)[C:7]1=[O:16].[Br:17]Br.Cl, predict the reaction product. The product is: [Br:17][C:12]1[CH:11]=[C:10]([CH3:15])[CH:9]=[C:8]2[C:13]=1[CH2:14][CH:6]([CH3:5])[C:7]2=[O:16]. (4) The product is: [C:1]([O:4][CH2:5][O:6][C:7]([C:8]1[C:9]2[O:35][B:16]([OH:17])[C@@H:15]([NH:29][C:30](=[O:34])[CH2:31][CH2:32][CH3:33])[CH2:14][C:10]=2[CH:11]=[CH:12][CH:13]=1)=[O:37])(=[O:3])[CH3:2]. Given the reactants [C:1]([O:4][CH2:5][O:6][C:7](=[O:37])[C:8]1[CH:13]=[CH:12][CH:11]=[C:10]([CH2:14][CH:15]([NH:29][C:30](=[O:34])[CH2:31][CH2:32][CH3:33])[B:16]2OC3C(C)(C4CC(C3)C4(C)C)[O:17]2)[C:9]=1[O:35]C)(=[O:3])[CH3:2].[Cl-].[Al+3].[Cl-].[Cl-], predict the reaction product.